This data is from Forward reaction prediction with 1.9M reactions from USPTO patents (1976-2016). The task is: Predict the product of the given reaction. (1) Given the reactants [C:1]([C:5]1[O:9][N:8]=[C:7]([NH:10][C:11](=[O:45])[NH:12][C:13]2[CH:14]=[C:15]([CH:42]=[CH:43][CH:44]=2)[O:16][C:17]2[C:26]3[C:21](=[CH:22][C:23]([O:29][C@H:30]4[CH2:34][CH2:33][N:32](C(OC(C)(C)C)=O)[CH2:31]4)=[C:24]([O:27][CH3:28])[CH:25]=3)[N:20]=[CH:19][N:18]=2)[CH:6]=1)([CH3:4])([CH3:3])[CH3:2].Cl, predict the reaction product. The product is: [C:1]([C:5]1[O:9][N:8]=[C:7]([NH:10][C:11]([NH:12][C:13]2[CH:44]=[CH:43][CH:42]=[C:15]([O:16][C:17]3[C:26]4[C:21](=[CH:22][C:23]([O:29][C@H:30]5[CH2:34][CH2:33][NH:32][CH2:31]5)=[C:24]([O:27][CH3:28])[CH:25]=4)[N:20]=[CH:19][N:18]=3)[CH:14]=2)=[O:45])[CH:6]=1)([CH3:4])([CH3:2])[CH3:3]. (2) Given the reactants [Cl:1][C:2]1[CH:23]=[C:22]([O:24][CH2:25][CH:26]=[C:27]([Cl:29])[Cl:28])[CH:21]=[C:20]([Cl:30])[C:3]=1[O:4][CH2:5][CH2:6][CH2:7][O:8][C:9]1[CH:10]=[C:11]2[C:16](=[CH:17][CH:18]=1)[C:15](=O)[CH2:14][CH2:13][CH2:12]2.C([O-])(=O)C.[Na+].Cl.[CH3:37][O:38][NH2:39].O, predict the reaction product. The product is: [CH3:37][O:38][N:39]=[C:15]1[C:16]2[C:11](=[CH:10][C:9]([O:8][CH2:7][CH2:6][CH2:5][O:4][C:3]3[C:2]([Cl:1])=[CH:23][C:22]([O:24][CH2:25][CH:26]=[C:27]([Cl:28])[Cl:29])=[CH:21][C:20]=3[Cl:30])=[CH:18][CH:17]=2)[CH2:12][CH2:13][CH2:14]1.